From a dataset of Reaction yield outcomes from USPTO patents with 853,638 reactions. Predict the reaction yield, written as a fraction of the theoretical maximum amount of product (1.0 means a 100% yield; for example, 0.34 means a 34% yield). (1) The reactants are [Cl:1][C:2]1[C:10]([C:11]2[C:12]([CH3:25])=[N:13][N:14]([CH2:17][CH2:18][N:19]3[CH2:24][CH2:23][O:22][CH2:21][CH2:20]3)[C:15]=2[CH3:16])=[C:9]2[C:5]([C:6]([CH2:33][CH2:34][CH2:35][O:36][C:37]3[CH:42]=[C:41]([CH3:43])[C:40]([Cl:44])=[C:39]([CH3:45])[CH:38]=3)=[C:7]([CH3:32])[N:8]2[CH2:26][CH2:27][C:28]([O:30]C)=[O:29])=[CH:4][CH:3]=1.[OH-].[Na+]. The catalyst is O1CCOCC1. The product is [Cl:1][C:2]1[C:10]([C:11]2[C:12]([CH3:25])=[N:13][N:14]([CH2:17][CH2:18][N:19]3[CH2:20][CH2:21][O:22][CH2:23][CH2:24]3)[C:15]=2[CH3:16])=[C:9]2[C:5]([C:6]([CH2:33][CH2:34][CH2:35][O:36][C:37]3[CH:42]=[C:41]([CH3:43])[C:40]([Cl:44])=[C:39]([CH3:45])[CH:38]=3)=[C:7]([CH3:32])[N:8]2[CH2:26][CH2:27][C:28]([OH:30])=[O:29])=[CH:4][CH:3]=1. The yield is 0.540. (2) The reactants are [C:1]1([CH3:9])[C:2]([NH2:8])=[CH:3][C:4]([NH2:7])=[CH:5][CH:6]=1.[C:10](=[O:23])([O:17][CH2:18][C:19]([F:22])([F:21])[F:20])OCC(F)(F)F. No catalyst specified. The product is [F:20][C:19]([F:22])([F:21])[CH2:18][O:17][C:10]([NH:8][C:2]1[CH:3]=[C:4]([NH:7][C:10]([O:17][CH2:18][C:19]([F:20])([F:21])[F:22])=[O:23])[CH:5]=[CH:6][C:1]=1[CH3:9])=[O:23]. The yield is 0.800. (3) The reactants are CS[C:3]1[C:4]2[CH:12]=[N:11][CH:10]=[CH:9][C:5]=2[N:6]=[CH:7][N:8]=1.[Br:13][C:14]1[CH:15]=[C:16]([CH:18]=[CH:19][CH:20]=1)[NH2:17]. No catalyst specified. The product is [Br:13][C:14]1[CH:15]=[C:16]([CH:18]=[CH:19][CH:20]=1)[NH:17][C:3]1[C:4]2[CH:12]=[N:11][CH:10]=[CH:9][C:5]=2[N:6]=[CH:7][N:8]=1. The yield is 0.100. (4) The product is [Br:1][C:2]1[CH:7]=[CH:6][C:5]([NH:8][C:13](=[O:15])[CH3:14])=[C:4]([CH:9]([CH3:11])[CH3:10])[CH:3]=1. The yield is 0.830. The reactants are [Br:1][C:2]1[CH:7]=[CH:6][C:5]([NH2:8])=[C:4]([CH:9]([CH3:11])[CH3:10])[CH:3]=1.O.[C:13](OC(=O)C)(=[O:15])[CH3:14]. No catalyst specified. (5) The reactants are [F:1][C:2]1[CH:3]=[C:4]2[C:8](=[CH:9][CH:10]=1)[NH:7][CH2:6][CH2:5]2.Cl[S:12]([C:15]1[CH:16]=[C:17]2[C:21](=[CH:22][CH:23]=1)[NH:20][C:19](=[O:24])[CH2:18]2)(=[O:14])=[O:13].N1C=CC=CC=1. The catalyst is ClCCl. The product is [F:1][C:2]1[CH:3]=[C:4]2[C:8](=[CH:9][CH:10]=1)[N:7]([S:12]([C:15]1[CH:16]=[C:17]3[C:21](=[CH:22][CH:23]=1)[NH:20][C:19](=[O:24])[CH2:18]3)(=[O:13])=[O:14])[CH2:6][CH2:5]2. The yield is 0.680.